This data is from Full USPTO retrosynthesis dataset with 1.9M reactions from patents (1976-2016). The task is: Predict the reactants needed to synthesize the given product. (1) Given the product [Cl:1][C:2]1[CH:3]=[CH:4][C:5]([CH:8]2[C:9]3[C:10](=[N:11][N:12]([C:17]4[C:18]([O:25][CH3:26])=[N:19][C:20]([O:23][CH3:24])=[N:21][CH:22]=4)[C:13]=3[CH:14]([CH3:15])[CH3:16])[C:27](=[O:29])[N:30]2[C:31]2[CH:32]=[CH:33][C:34]3[O:38][N:37]=[C:36]([CH3:39])[C:35]=3[CH:40]=2)=[CH:6][CH:7]=1, predict the reactants needed to synthesize it. The reactants are: [Cl:1][C:2]1[CH:7]=[CH:6][C:5]([CH:8]([NH:30][C:31]2[CH:32]=[CH:33][C:34]3[O:38][N:37]=[C:36]([CH3:39])[C:35]=3[CH:40]=2)[C:9]2[C:10]([C:27]([OH:29])=O)=[N:11][N:12]([C:17]3[C:18]([O:25][CH3:26])=[N:19][C:20]([O:23][CH3:24])=[N:21][CH:22]=3)[C:13]=2[CH:14]([CH3:16])[CH3:15])=[CH:4][CH:3]=1. (2) Given the product [NH2:1][C:4]1[CH:5]=[CH:6][C:7]([O:26][CH2:27][CH2:28][CH3:29])=[C:8]([C:10]2[NH:15][C:14](=[O:16])[C:13]3=[C:17]([CH3:25])[N:18]=[C:19]([CH:20]4[CH2:24][CH2:23][CH2:22][CH2:21]4)[N:12]3[N:11]=2)[CH:9]=1, predict the reactants needed to synthesize it. The reactants are: [N+:1]([C:4]1[CH:5]=[CH:6][C:7]([O:26][CH2:27][CH2:28][CH3:29])=[C:8]([C:10]2[NH:15][C:14](=[O:16])[C:13]3=[C:17]([CH3:25])[N:18]=[C:19]([CH:20]4[CH2:24][CH2:23][CH2:22][CH2:21]4)[N:12]3[N:11]=2)[CH:9]=1)([O-])=O. (3) Given the product [NH2:33][C:32]1[N:31]([CH3:30])[C:15](=[O:16])[C:14]([C:6]2[CH:7]=[CH:8][C:9]([O:10][CH:11]([F:12])[F:13])=[C:4]([CH:1]3[CH2:2][CH2:3]3)[CH:5]=2)([C:8]2[CH:7]=[CH:6][CH:5]=[C:4]([C:1]#[C:45][CH2:44][O:43][CH3:41])[CH:9]=2)[N:34]=1, predict the reactants needed to synthesize it. The reactants are: [CH:1]1([C:4]2[CH:5]=[C:6]([C:14](=O)[C:15](C3C=CC=C(C#CCOC)C=3)=[O:16])[CH:7]=[CH:8][C:9]=2[O:10][CH:11]([F:13])[F:12])[CH2:3][CH2:2]1.Cl.[CH3:30][NH:31][C:32]([NH2:34])=[NH:33].C(=O)([O-])[O-].[Na+].[Na+].[CH2:41]([O:43][CH2:44][CH3:45])C. (4) The reactants are: [CH3:1][O:2][C:3]1[CH:8]=[CH:7][CH:6]=[C:5]([O:9][CH3:10])[C:4]=1[CH:11]1[NH:15][C:14](=[O:16])[CH:13]([CH3:17])[CH2:12]1.Br[CH:19]([C:22]1[CH:27]=[CH:26][C:25]([O:28][C:29]([F:32])([F:31])[F:30])=[CH:24][CH:23]=1)[CH2:20][CH3:21]. Given the product [CH3:1][O:2][C:3]1[CH:8]=[CH:7][CH:6]=[C:5]([O:9][CH3:10])[C:4]=1[CH:11]1[N:15]([CH:19]([C:22]2[CH:23]=[CH:24][C:25]([O:28][C:29]([F:30])([F:31])[F:32])=[CH:26][CH:27]=2)[CH2:20][CH3:21])[C:14](=[O:16])[CH:13]([CH3:17])[CH2:12]1, predict the reactants needed to synthesize it. (5) Given the product [CH3:25][O:26][CH:27]1[CH2:28][CH2:29][N:30]([C:33]2[N:38]=[C:37]([NH:39][C:2]3[N:7]=[CH:6][C:5]4[N:8]=[C:9]([C:12]5[CH:13]=[N:14][N:15]([CH2:17][O:18][CH2:19][CH2:20][Si:21]([CH3:24])([CH3:23])[CH3:22])[CH:16]=5)[N:10]([CH3:11])[C:4]=4[CH:3]=3)[CH:36]=[CH:35][N:34]=2)[CH2:31][CH2:32]1, predict the reactants needed to synthesize it. The reactants are: Cl[C:2]1[N:7]=[CH:6][C:5]2[N:8]=[C:9]([C:12]3[CH:13]=[N:14][N:15]([CH2:17][O:18][CH2:19][CH2:20][Si:21]([CH3:24])([CH3:23])[CH3:22])[CH:16]=3)[N:10]([CH3:11])[C:4]=2[CH:3]=1.[CH3:25][O:26][CH:27]1[CH2:32][CH2:31][N:30]([C:33]2[N:38]=[C:37]([NH2:39])[CH:36]=[CH:35][N:34]=2)[CH2:29][CH2:28]1.CC(C1C=C(C(C)C)C(C2C=CC=CC=2P(C2CCCCC2)C2CCCCC2)=C(C(C)C)C=1)C.C([O-])([O-])=O.[Cs+].[Cs+].